This data is from Full USPTO retrosynthesis dataset with 1.9M reactions from patents (1976-2016). The task is: Predict the reactants needed to synthesize the given product. Given the product [CH2:41]([NH:43][C:4]([C:6]1[C:7](=[O:40])[C:8]2[CH:13]=[N:12][C:11]([NH:14][C:15]3[CH:20]=[CH:19][C:18]([CH2:21][N:22]4[CH2:23][CH2:24][N:25]([CH3:28])[CH2:26][CH2:27]4)=[CH:17][CH:16]=3)=[N:10][C:9]=2[N:29]([C:31]2[CH:32]=[C:33]3[C:37](=[CH:38][CH:39]=2)[CH2:36][CH2:35][CH2:34]3)[CH:30]=1)=[O:3])[CH3:42], predict the reactants needed to synthesize it. The reactants are: C([O:3][C:4]([C:6]1[C:7](=[O:40])[C:8]2[CH:13]=[N:12][C:11]([NH:14][C:15]3[CH:20]=[CH:19][C:18]([CH2:21][N:22]4[CH2:27][CH2:26][N:25]([CH3:28])[CH2:24][CH2:23]4)=[CH:17][CH:16]=3)=[N:10][C:9]=2[N:29]([C:31]2[CH:32]=[C:33]3[C:37](=[CH:38][CH:39]=2)[CH2:36][CH2:35][CH2:34]3)[CH:30]=1)=O)C.[CH2:41]([NH2:43])[CH3:42].